This data is from Forward reaction prediction with 1.9M reactions from USPTO patents (1976-2016). The task is: Predict the product of the given reaction. Given the reactants Br[C:2]1[CH:3]=[C:4]([N:8]2[C:16]3[CH2:15][CH2:14][CH2:13][CH2:12][C:11]=3[C:10]([C:17]([NH2:19])=[O:18])=[N:9]2)[CH:5]=[CH:6][CH:7]=1.[C:20]([C@:22]1([OH:29])[CH2:26][CH2:25][N:24]([CH3:27])[C:23]1=[O:28])#[CH:21], predict the reaction product. The product is: [OH:29][C@@:22]1([C:20]#[C:21][C:2]2[CH:3]=[C:4]([N:8]3[C:16]4[CH2:15][CH2:14][CH2:13][CH2:12][C:11]=4[C:10]([C:17]([NH2:19])=[O:18])=[N:9]3)[CH:5]=[CH:6][CH:7]=2)[CH2:26][CH2:25][N:24]([CH3:27])[C:23]1=[O:28].